From a dataset of Full USPTO retrosynthesis dataset with 1.9M reactions from patents (1976-2016). Predict the reactants needed to synthesize the given product. (1) The reactants are: Br[C:2]1[N:3]=[CH:4][S:5][CH:6]=1.[C:7]([O:11][CH3:12])(=[O:10])[CH:8]=[CH2:9].C1(C)C=CC=CC=1P(C1C=CC=CC=1C)C1C=CC=CC=1C.C(N(CC)CC)C. Given the product [S:5]1[CH:6]=[C:2](/[CH:9]=[CH:8]/[C:7]([O:11][CH3:12])=[O:10])[N:3]=[CH:4]1, predict the reactants needed to synthesize it. (2) Given the product [CH3:11][C:7]1[CH:8]=[CH:9][CH:10]=[C:5]2[C:6]=1[CH:12]=[C:14]([CH:15]1[CH2:23][CH2:22][N:21]([CH3:24])[CH2:20][CH2:19]1)[NH:3][C:4]2=[O:13], predict the reactants needed to synthesize it. The reactants are: C([N:3]([CH2:14][CH3:15])[C:4](=[O:13])[C:5]1[CH:10]=[CH:9][CH:8]=[C:7]([CH3:11])[C:6]=1[CH3:12])C.C(C1[CH2:23][CH2:22][N:21]([CH3:24])[CH2:20][CH2:19]1)#N.